From a dataset of Full USPTO retrosynthesis dataset with 1.9M reactions from patents (1976-2016). Predict the reactants needed to synthesize the given product. (1) The reactants are: C([N:8]1[N:12]=[C:11]([C:13]2[C:17]3[CH:18]=[N:19][C:20]([NH:22][C:23]4[CH:28]=[CH:27][N:26]=[C:25]([C:29]5[CH:30]=[N:31][N:32](S(C6CC6)(=O)=O)[CH:33]=5)[N:24]=4)=[CH:21][C:16]=3[N:15]([CH:40]([CH3:42])[CH3:41])[CH:14]=2)[CH:10]=[N:9]1)C1C=CC=CC=1.[Cl-].[Cl-].[Cl-].[Al+3]. Given the product [NH:31]1[CH:30]=[C:29]([C:25]2[N:24]=[C:23]([NH:22][C:20]3[N:19]=[CH:18][C:17]4[C:13]([C:11]5[CH:10]=[N:9][NH:8][N:12]=5)=[CH:14][N:15]([CH:40]([CH3:41])[CH3:42])[C:16]=4[CH:21]=3)[CH:28]=[CH:27][N:26]=2)[CH:33]=[N:32]1, predict the reactants needed to synthesize it. (2) Given the product [F:37][C:38]1[CH:43]=[CH:42][C:41]([O:47][CH3:48])=[C:40]([C:2]2[CH:36]=[CH:35][CH:34]=[C:4]([CH2:5][N:6]([C@@H:24]3[C:33]4[C:28](=[CH:29][CH:30]=[CH:31][CH:32]=4)[CH2:27][CH2:26][CH2:25]3)[C:7]([C:9]3[CH:14]=[C:13]([C:15]([OH:17])=[O:16])[C:12]([C:18]([OH:20])=[O:19])=[CH:11][C:10]=3[C:21]([OH:23])=[O:22])=[O:8])[CH:3]=2)[CH:39]=1, predict the reactants needed to synthesize it. The reactants are: Br[C:2]1[CH:3]=[C:4]([CH:34]=[CH:35][CH:36]=1)[CH2:5][N:6]([C@@H:24]1[C:33]2[C:28](=[CH:29][CH:30]=[CH:31][CH:32]=2)[CH2:27][CH2:26][CH2:25]1)[C:7]([C:9]1[CH:14]=[C:13]([C:15]([OH:17])=[O:16])[C:12]([C:18]([OH:20])=[O:19])=[CH:11][C:10]=1[C:21]([OH:23])=[O:22])=[O:8].[F:37][C:38]1[CH:39]=[CH:40][C:41]([O:47][CH3:48])=[C:42](B(O)O)[CH:43]=1.C(=O)([O-])[O-].[Na+].[Na+].Cl. (3) Given the product [N:9]1[C:14]2[CH:15]=[CH:16][S:17][C:13]=2[C:12]([N:18]2[CH2:23][CH2:22][CH:21]([CH2:24][CH2:25][NH:26][C:27](=[O:32])[C:28]([CH3:31])([CH3:30])[CH3:29])[CH2:20][CH2:19]2)=[N:11][CH:10]=1, predict the reactants needed to synthesize it. The reactants are: OS(C(F)(F)F)(=O)=O.[N:9]1[C:14]2[CH:15]=[CH:16][S:17][C:13]=2[C:12]([N:18]2[CH2:23][CH2:22][CH:21]([CH2:24][CH2:25][NH2:26])[CH2:20][CH2:19]2)=[N:11][CH:10]=1.[C:27](Cl)(=[O:32])[C:28]([CH3:31])([CH3:30])[CH3:29]. (4) The reactants are: [OH-].[K+].[Cl:3][C:4]1[C:9]([O:10][CH3:11])=[CH:8][C:7]([O:12][CH3:13])=[CH:6][C:5]=1[NH:14]C(=O)C. Given the product [Cl:3][C:4]1[C:9]([O:10][CH3:11])=[CH:8][C:7]([O:12][CH3:13])=[CH:6][C:5]=1[NH2:14], predict the reactants needed to synthesize it. (5) Given the product [O:1]1[C:5]2[CH:6]=[CH:7][CH:8]=[CH:9][C:4]=2[CH:3]=[C:2]1[C:10]1[N:14]2[N:15]=[C:16]([NH:20][C@H:21]3[CH2:24][C@H:23]([CH2:25][OH:26])[CH2:22]3)[CH:17]=[CH:18][C:13]2=[N:12][CH:11]=1, predict the reactants needed to synthesize it. The reactants are: [O:1]1[C:5]2[CH:6]=[CH:7][CH:8]=[CH:9][C:4]=2[CH:3]=[C:2]1[C:10]1[N:14]2[N:15]=[C:16](Cl)[CH:17]=[CH:18][C:13]2=[N:12][CH:11]=1.[NH2:20][C@H:21]1[CH2:24][C@H:23]([CH2:25][OH:26])[CH2:22]1.C(=O)([O-])[O-].[K+].[K+]. (6) Given the product [CH:38]1([CH2:41][NH:1][C:2]2[N:7]=[C:6]([CH2:8][CH2:9][O:10][C:11]3[CH:12]=[CH:13][C:14]([CH2:15][C@@H:16]([C:28]([O:30][CH3:31])=[O:29])[NH:17][C:18]([C:20]4[C:21]([Cl:27])=[CH:22][CH:23]=[CH:24][C:25]=4[Cl:26])=[O:19])=[CH:32][CH:33]=3)[CH:5]=[CH:4][CH:3]=2)[CH2:40][CH2:39]1, predict the reactants needed to synthesize it. The reactants are: [NH2:1][C:2]1[N:7]=[C:6]([CH2:8][CH2:9][O:10][C:11]2[CH:33]=[CH:32][C:14]([CH2:15][C@@H:16]([C:28]([O:30][CH3:31])=[O:29])[NH:17][C:18]([C:20]3[C:25]([Cl:26])=[CH:24][CH:23]=[CH:22][C:21]=3[Cl:27])=[O:19])=[CH:13][CH:12]=2)[CH:5]=[CH:4][CH:3]=1.C(O)(=O)C.[CH:38]1([CH:41]=O)[CH2:40][CH2:39]1.[BH-](OC(C)=O)(OC(C)=O)OC(C)=O.[Na+].